Task: Binary Classification. Given a T-cell receptor sequence (or CDR3 region) and an epitope sequence, predict whether binding occurs between them.. Dataset: TCR-epitope binding with 47,182 pairs between 192 epitopes and 23,139 TCRs (1) The epitope is TLIGDCATV. The TCR CDR3 sequence is CASSSVLVSYNEQFF. Result: 1 (the TCR binds to the epitope). (2) The epitope is MLNIPSINV. The TCR CDR3 sequence is CATTGGSGYEQYF. Result: 0 (the TCR does not bind to the epitope). (3) The epitope is LQPFPQPELPYPQPQ. The TCR CDR3 sequence is CASSIDDGTLINQPQHF. Result: 0 (the TCR does not bind to the epitope). (4) The epitope is KAYNVTQAF. The TCR CDR3 sequence is CASSLALSGPSYEQYF. Result: 1 (the TCR binds to the epitope). (5) The epitope is WICLLQFAY. The TCR CDR3 sequence is CASRDEGRNTEAFF. Result: 1 (the TCR binds to the epitope).